This data is from Reaction yield outcomes from USPTO patents with 853,638 reactions. The task is: Predict the reaction yield, written as a fraction of the theoretical maximum amount of product (1.0 means a 100% yield; for example, 0.34 means a 34% yield). (1) The reactants are Cl[C:2]1[CH:25]=[C:24]([F:26])[C:23]([F:27])=[CH:22][C:3]=1[C:4]([C:6](=[CH:12][NH:13][C:14]1[CH:19]=[CH:18][C:17]([F:20])=[CH:16][C:15]=1[F:21])[C:7]([O:9][CH2:10][CH3:11])=[O:8])=[O:5].[O-]P([O-])([O-])=O.[K+].[K+].[K+]. The catalyst is C(#N)C. The product is [F:21][C:15]1[CH:16]=[C:17]([F:20])[CH:18]=[CH:19][C:14]=1[N:13]1[C:2]2[C:3](=[CH:22][C:23]([F:27])=[C:24]([F:26])[CH:25]=2)[C:4](=[O:5])[C:6]([C:7]([O:9][CH2:10][CH3:11])=[O:8])=[CH:12]1. The yield is 0.920. (2) The reactants are C([O:4][C:5](=[O:76])[CH2:6][C@H:7]([OH:75])[C@H:8]([NH:12][C:13](=[O:74])[C@H:14]([NH:36][C:37](=[O:73])[C@H:38]([NH:43][C:44](=[O:72])[CH2:45][C@@H:46]([OH:71])/[CH:47]=[CH:48]/[CH2:49][CH2:50][S:51][C:52]([C:65]1[CH:70]=[CH:69][CH:68]=[CH:67][CH:66]=1)([C:59]1[CH:64]=[CH:63][CH:62]=[CH:61][CH:60]=1)[C:53]1[CH:58]=[CH:57][CH:56]=[CH:55][CH:54]=1)[CH2:39][CH:40]([CH3:42])[CH3:41])[CH2:15][S:16][C:17]([C:30]1[CH:35]=[CH:34][CH:33]=[CH:32][CH:31]=1)([C:24]1[CH:29]=[CH:28][CH:27]=[CH:26][CH:25]=1)[C:18]1[CH:23]=[CH:22][CH:21]=[CH:20][CH:19]=1)[CH:9]([CH3:11])[CH3:10])C=C.N1CCOCC1. The catalyst is CO.C1C=CC([P]([Pd]([P](C2C=CC=CC=2)(C2C=CC=CC=2)C2C=CC=CC=2)([P](C2C=CC=CC=2)(C2C=CC=CC=2)C2C=CC=CC=2)[P](C2C=CC=CC=2)(C2C=CC=CC=2)C2C=CC=CC=2)(C2C=CC=CC=2)C2C=CC=CC=2)=CC=1. The product is [OH:75][C@H:7]([C@H:8]([NH:12][C:13](=[O:74])[C@H:14]([NH:36][C:37](=[O:73])[C@H:38]([NH:43][C:44](=[O:72])[CH2:45][C@@H:46]([OH:71])/[CH:47]=[CH:48]/[CH2:49][CH2:50][S:51][C:52]([C:65]1[CH:66]=[CH:67][CH:68]=[CH:69][CH:70]=1)([C:53]1[CH:58]=[CH:57][CH:56]=[CH:55][CH:54]=1)[C:59]1[CH:64]=[CH:63][CH:62]=[CH:61][CH:60]=1)[CH2:39][CH:40]([CH3:41])[CH3:42])[CH2:15][S:16][C:17]([C:18]1[CH:19]=[CH:20][CH:21]=[CH:22][CH:23]=1)([C:30]1[CH:35]=[CH:34][CH:33]=[CH:32][CH:31]=1)[C:24]1[CH:25]=[CH:26][CH:27]=[CH:28][CH:29]=1)[CH:9]([CH3:11])[CH3:10])[CH2:6][C:5]([OH:76])=[O:4]. The yield is 0.630.